This data is from Forward reaction prediction with 1.9M reactions from USPTO patents (1976-2016). The task is: Predict the product of the given reaction. (1) Given the reactants [F:1][C:2]1[CH:8]=[CH:7][C:5]([NH2:6])=[CH:4][CH:3]=1.[C:9]([CH2:13][C:14](OC)=[O:15])(=O)[CH2:10][CH3:11].C1(C)C=CC(S(O)(=O)=O)=CC=1.C1C=CC(C2C=CC=CC=2)=CC=1.C1C=CC(OC2C=CC=CC=2)=CC=1, predict the reaction product. The product is: [CH2:10]([C:9]1[NH:6][C:5]2[C:7]([C:14](=[O:15])[CH:13]=1)=[CH:8][C:2]([F:1])=[CH:3][CH:4]=2)[CH3:11]. (2) Given the reactants C1C(=O)N([Br:8])C(=O)C1.[CH3:9][C:10]1[N:11]([S:19]([C:22]2[CH:27]=[CH:26][CH:25]=[CH:24][CH:23]=2)(=[O:21])=[O:20])[C:12]2[C:17]([CH:18]=1)=[CH:16][CH:15]=[CH:14][N:13]=2.O, predict the reaction product. The product is: [Br:8][C:18]1[C:17]2[C:12](=[N:13][CH:14]=[CH:15][CH:16]=2)[N:11]([S:19]([C:22]2[CH:27]=[CH:26][CH:25]=[CH:24][CH:23]=2)(=[O:20])=[O:21])[C:10]=1[CH3:9]. (3) Given the reactants Cl[C:2]1[N:7]2[N:8]=[C:9]([C:12]3[CH:17]=[CH:16][CH:15]=[CH:14][C:13]=3[Cl:18])[C:10]([I:11])=[C:6]2[N:5]=[C:4]([CH3:19])[N:3]=1.C(N(CC)CC)C.[CH2:27]([NH:29][C:30]1([C:36]([NH2:38])=[O:37])[CH2:35][CH2:34][NH:33][CH2:32][CH2:31]1)[CH3:28], predict the reaction product. The product is: [Cl:18][C:13]1[CH:14]=[CH:15][CH:16]=[CH:17][C:12]=1[C:9]1[C:10]([I:11])=[C:6]2[N:5]=[C:4]([CH3:19])[N:3]=[C:2]([N:33]3[CH2:32][CH2:31][C:30]([NH:29][CH2:27][CH3:28])([C:36]([NH2:38])=[O:37])[CH2:35][CH2:34]3)[N:7]2[N:8]=1. (4) Given the reactants [NH:1]1[CH:5]=[C:4]([C:6]2[C:7]3[CH:14]=[CH:13][N:12]([CH2:15][O:16][CH2:17][CH2:18][Si:19]([CH3:22])([CH3:21])[CH3:20])[C:8]=3[N:9]=[CH:10][N:11]=2)[CH:3]=[N:2]1.C1CCN2C(=NCCC2)CC1.[CH:34](=[O:39])/[CH:35]=[CH:36]/[CH2:37][CH3:38].O, predict the reaction product. The product is: [CH3:20][Si:19]([CH3:22])([CH3:21])[CH2:18][CH2:17][O:16][CH2:15][N:12]1[C:8]2[N:9]=[CH:10][N:11]=[C:6]([C:4]3[CH:5]=[N:1][N:2]([CH:36]([CH2:37][CH3:38])[CH2:35][CH:34]=[O:39])[CH:3]=3)[C:7]=2[CH:14]=[CH:13]1. (5) Given the reactants [NH2:1][C:2]1[N:7]=[C:6](/[C:8](=[C:11]2\[NH:12][C:13]3[CH:21]=[CH:20][CH:19]=[CH:18][C:14]=3[N:15]\2[CH2:16][CH3:17])/[C:9]#[N:10])[C:5]([CH3:22])=[CH:4][N:3]=1.[C:23]([N:26]1[CH2:31][CH2:30][CH:29]([C:32](O)=[O:33])[CH2:28][CH2:27]1)(=[O:25])[CH3:24], predict the reaction product. The product is: [C:23]([N:26]1[CH2:27][CH2:28][CH:29]([C:32]([NH:1][C:2]2[N:7]=[C:6](/[C:8](/[C:9]#[N:10])=[C:11]3\[NH:12][C:13]4[CH:21]=[CH:20][CH:19]=[CH:18][C:14]=4[N:15]\3[CH2:16][CH3:17])[C:5]([CH3:22])=[CH:4][N:3]=2)=[O:33])[CH2:30][CH2:31]1)(=[O:25])[CH3:24]. (6) Given the reactants [NH:1]1[C:9]2[C:4](=[CH:5][CH:6]=[CH:7][CH:8]=2)[C:3]([CH2:10][N:11]2[C:16](=[O:17])[C:15]3([CH2:22][CH2:21][N:20]([C:23]4[N:28]=[C:27]([CH3:29])[CH:26]=[C:25]([CH3:30])[N:24]=4)[CH2:19][CH2:18]3)[NH:14][CH2:13][CH2:12]2)=[CH:2]1.C=O.[C:33](O[BH-](OC(=O)C)OC(=O)C)(=O)C.[Na+].C(O)(=O)C, predict the reaction product. The product is: [NH:1]1[C:9]2[C:4](=[CH:5][CH:6]=[CH:7][CH:8]=2)[C:3]([CH2:10][N:11]2[C:16](=[O:17])[C:15]3([CH2:18][CH2:19][N:20]([C:23]4[N:24]=[C:25]([CH3:30])[CH:26]=[C:27]([CH3:29])[N:28]=4)[CH2:21][CH2:22]3)[N:14]([CH3:33])[CH2:13][CH2:12]2)=[CH:2]1. (7) The product is: [C:62]([O:61][C:59](=[O:60])[CH2:58][N:54]1[C:53]2[CH:66]=[CH:67][C:50]([F:49])=[CH:51][C:52]=2[N:56]=[C:55]1[SH:57]([CH2:2][CH:3]1[CH2:8][CH2:7][CH2:6][NH:5][CH2:4]1)[C:17](=[O:37])[CH2:16][CH2:15][CH3:14])([CH3:64])([CH3:63])[CH3:65]. Given the reactants O[CH2:2][CH:3]1[CH2:8][CH2:7][CH2:6][N:5](C(=O)CCC)[CH2:4]1.[C:14]1(P([C:15]2[CH:14]=CC=[CH:17][CH:16]=2)[C:15]2[CH:14]=CC=[CH:17][CH:16]=2)C=C[CH:17]=[CH:16][CH:15]=1.C([O:37]C(N=NC(OC(C)(C)C)=O)=O)(C)(C)C.[F:49][C:50]1[CH:67]=[CH:66][C:53]2[N:54]([CH2:58][C:59]([O:61][C:62]([CH3:65])([CH3:64])[CH3:63])=[O:60])[C:55]([SH:57])=[N:56][C:52]=2[CH:51]=1, predict the reaction product.